From a dataset of Catalyst prediction with 721,799 reactions and 888 catalyst types from USPTO. Predict which catalyst facilitates the given reaction. (1) Reactant: [ClH:1].[CH3:2][O:3][C:4]1[C:17]2[C:16](=[O:18])[C:15]3[C:10](=[CH:11][CH:12]=[CH:13][CH:14]=3)[O:9][C:8]=2[CH:7]=[C:6]([O:19][CH2:20][CH:21]2[CH2:23][O:22]2)[CH:5]=1. Product: [Cl:1][CH2:23][CH:21]([OH:22])[CH2:20][O:19][C:6]1[CH:5]=[C:4]([O:3][CH3:2])[C:17]2[C:16](=[O:18])[C:15]3[C:10]([O:9][C:8]=2[CH:7]=1)=[CH:11][CH:12]=[CH:13][CH:14]=3. The catalyst class is: 13. (2) Reactant: [Br:1][C:2]1[CH:7]=[CH:6][C:5]([OH:8])=[C:4]([Cl:9])[CH:3]=1.[O:10]1[CH2:15][CH2:14][CH:13](O)[CH2:12][CH2:11]1.C1(P(C2C=CC=CC=2)C2C=CC=CC=2)C=CC=CC=1. Product: [Br:1][C:2]1[CH:7]=[CH:6][C:5]([O:8][CH:13]2[CH2:14][CH2:15][O:10][CH2:11][CH2:12]2)=[C:4]([Cl:9])[CH:3]=1. The catalyst class is: 4. (3) Reactant: [CH3:1][O:2][C:3]1[N:8]=[CH:7][N:6]=[C:5]([C:9]2[CH:15]=[C:14]([CH3:16])[CH:13]=[CH:12][C:10]=2[NH2:11])[CH:4]=1.C(ON=O)CC(C)C.[Si](N=[N+:30]=[N-:31])(C)(C)C.[F:32][C:33]([F:37])([F:36])[C:34]#[CH:35]. Product: [CH3:1][O:2][C:3]1[CH:4]=[C:5]([C:9]2[CH:15]=[C:14]([CH3:16])[CH:13]=[CH:12][C:10]=2[N:11]2[CH:35]=[C:34]([C:33]([F:37])([F:36])[F:32])[N:30]=[N:31]2)[N:6]=[CH:7][N:8]=1. The catalyst class is: 291. (4) Reactant: [CH3:1][N:2]1[C:6]2[CH:7]=[CH:8][CH:9]=[C:10]([C:11](O)=[O:12])[C:5]=2[N:4]=[C:3]1[CH2:14][N:15]([CH3:26])[CH:16]1[C:25]2[N:24]=[CH:23][CH:22]=[CH:21][C:20]=2[CH2:19][CH2:18][CH2:17]1.O=C1N(P(Cl)(N2CCOC2=O)=O)CCO1.C(OC([N:49]1[CH2:54][CH2:53][NH:52][CH2:51][CH2:50]1)=O)CCC.C(N(CC)C(C)C)(C)C. Product: [CH3:26][N:15]([CH2:14][C:3]1[N:2]([CH3:1])[C:6]2[CH:7]=[CH:8][CH:9]=[C:10]([C:11]([N:49]3[CH2:54][CH2:53][NH:52][CH2:51][CH2:50]3)=[O:12])[C:5]=2[N:4]=1)[CH:16]1[C:25]2[N:24]=[CH:23][CH:22]=[CH:21][C:20]=2[CH2:19][CH2:18][CH2:17]1. The catalyst class is: 9. (5) Reactant: [CH2:1]([O:3][C:4]1[N:8]([CH3:9])[N:7]=[C:6]([C:10]2[CH:15]=[CH:14][C:13]([O:16][CH2:17][C:18]3[C:23]([N+:24]([O-])=O)=[CH:22][CH:21]=[CH:20][C:19]=3[CH3:27])=[C:12]([CH3:28])[CH:11]=2)[C:5]=1[CH3:29])[CH3:2]. Product: [CH2:1]([O:3][C:4]1[N:8]([CH3:9])[N:7]=[C:6]([C:10]2[CH:15]=[CH:14][C:13]([O:16][CH2:17][C:18]3[C:19]([CH3:27])=[CH:20][CH:21]=[CH:22][C:23]=3[NH2:24])=[C:12]([CH3:28])[CH:11]=2)[C:5]=1[CH3:29])[CH3:2]. The catalyst class is: 63.